This data is from Forward reaction prediction with 1.9M reactions from USPTO patents (1976-2016). The task is: Predict the product of the given reaction. (1) The product is: [OH:30][C:26]1[CH:25]=[C:24]([CH:29]=[CH:28][CH:27]=1)[CH2:23][C:17]1([CH2:16][N:6]([C@@H:7]2[CH2:9][C@H:8]2[C:10]2[CH:11]=[CH:12][CH:13]=[CH:14][CH:15]=2)[C:4](=[O:5])[C:3]([F:2])([F:31])[F:32])[CH2:22][CH2:21][N:20]([CH2:35][CH2:34][C:33]([O:37][CH3:38])=[O:36])[CH2:19][CH2:18]1. Given the reactants Cl.[F:2][C:3]([F:32])([F:31])[C:4]([N:6]([CH2:16][C:17]1([CH2:23][C:24]2[CH:29]=[CH:28][CH:27]=[C:26]([OH:30])[CH:25]=2)[CH2:22][CH2:21][NH:20][CH2:19][CH2:18]1)[C@@H:7]1[CH2:9][C@H:8]1[C:10]1[CH:15]=[CH:14][CH:13]=[CH:12][CH:11]=1)=[O:5].[C:33]([O:37][CH3:38])(=[O:36])[CH:34]=[CH2:35].C(N(CC)CC)C, predict the reaction product. (2) Given the reactants [CH2:1]([O:3][C:4](=[O:31])[CH2:5][C@H:6]1[C:14]2[C:9](=[CH:10][C:11]([O:15][CH2:16][CH2:17][C:18]3[N:19]=[C:20]([C:24]4[CH:29]=[CH:28][C:27](Br)=[CH:26][CH:25]=4)[O:21][C:22]=3[CH3:23])=[CH:12][CH:13]=2)[CH2:8][CH2:7]1)[CH3:2].[C:32]([C:35]1[S:39][C:38](B(O)O)=[CH:37][CH:36]=1)(=[O:34])[CH3:33].C(=O)([O-])[O-].[Na+].[Na+].[C:49]1(C)[CH:54]=[CH:53][CH:52]=[CH:51][CH:50]=1, predict the reaction product. The product is: [CH2:1]([O:3][C:4](=[O:31])[CH2:5][C@H:6]1[C:14]2[C:9](=[CH:10][C:11]([O:15][CH2:16][CH2:17][C:18]3[N:19]=[C:20]([C:24]4[CH:29]=[CH:28][C:27]([C:49]5[CH:54]=[CH:53][C:52]([C:38]6[S:39][C:35]([C:32](=[O:34])[CH3:33])=[CH:36][CH:37]=6)=[CH:51][CH:50]=5)=[CH:26][CH:25]=4)[O:21][C:22]=3[CH3:23])=[CH:12][CH:13]=2)[CH2:8][CH2:7]1)[CH3:2]. (3) Given the reactants Cl.[OH:2][C@@H:3]1[CH2:7][NH:6][C@@H:5]([C:8]([O:10][CH3:11])=[O:9])[CH2:4]1.[Cl:12][CH2:13][C:14](Cl)=[O:15].C.C(OC)(C)(C)C, predict the reaction product. The product is: [Cl:12][CH2:13][C:14]([N:6]1[CH2:7][C@@H:3]([OH:2])[CH2:4][C@@H:5]1[C:8]([O:10][CH3:11])=[O:9])=[O:15]. (4) Given the reactants [NH:1]1[C:9]2[CH:8]=[CH:7][CH:6]=[C:5]([C:10]([O:12]C)=O)[C:4]=2[CH:3]=[CH:2]1.[CH3:14][O:15][C:16]1[CH:26]=[CH:25][C:19]([CH:20]=[CH:21][N+:22]([O-])=O)=[CH:18][CH:17]=1, predict the reaction product. The product is: [CH3:14][O:15][C:16]1[CH:26]=[CH:25][C:19]([CH:20]2[C:3]3=[CH:2][NH:1][C:9]4[CH:8]=[CH:7][CH:6]=[C:5]([C:4]=43)[C:10](=[O:12])[NH:22][CH2:21]2)=[CH:18][CH:17]=1. (5) The product is: [C:1]([Si:5]([CH3:11])([CH3:10])[O:6][CH2:7][CH2:8][NH:9][C:17]([N:14]1[CH:13]=[CH:12][N:16]=[CH:15]1)=[O:18])([CH3:4])([CH3:3])[CH3:2]. Given the reactants [C:1]([Si:5]([CH3:11])([CH3:10])[O:6][CH2:7][CH2:8][NH2:9])([CH3:4])([CH3:3])[CH3:2].[CH:12]1[N:16]=[CH:15][N:14]([C:17](N2C=NC=C2)=[O:18])[CH:13]=1, predict the reaction product. (6) Given the reactants [Cl:1][C:2]1[CH:7]=[CH:6][C:5]([NH:8][C:9](=O)[O:10]CC)=[CH:4][C:3]=1[C:14]([F:17])([F:16])[F:15].Cl.[OH:19][NH2:20].O, predict the reaction product. The product is: [Cl:1][C:2]1[CH:7]=[CH:6][C:5]([NH:8][C:9]([NH:20][OH:19])=[O:10])=[CH:4][C:3]=1[C:14]([F:17])([F:16])[F:15].